Dataset: In vitro SARS-CoV-2 activity screen of 1,480 approved drugs from Prestwick library. Task: Binary Classification. Given a drug SMILES string, predict its activity (active/inactive) in a high-throughput screening assay against a specified biological target. (1) The drug is CN[C@@H]1[C@@H](O[C@H]2O[C@H](CO)[C@@H](N)[C@H](O)[C@H]2O)O[C@H]2C[C@@H](N)[C@@H](O[C@@H]3[C@@H](N)C[C@@H](N)[C@H](O)[C@H]3O)O[C@@H]2[C@@H]1O. The result is 0 (inactive). (2) The drug is Cc1ccc(C(=O)C(C)CN2CCCCC2)cc1.Cl. The result is 1 (active). (3) The molecule is CCCC(C)(COC(N)=O)COC(=O)NC(C)C. The result is 0 (inactive). (4) The compound is CCN1CC(CCN2CCOCC2)C(c2ccccc2)(c2ccccc2)C1=O.Cl. The result is 0 (inactive). (5) The compound is NCCCC[C@H](N[C@@H](CCc1ccccc1)C(=O)O)C(=O)N1CCC[C@H]1C(=O)O. The result is 0 (inactive). (6) The molecule is CC(C)(C(=O)c1cccnc1)c1cccnc1. The result is 0 (inactive). (7) The molecule is CCN(CC)C(=O)[C@]1(c2ccccc2)C[C@@H]1CN.Cl. The result is 0 (inactive). (8) The drug is COCCOC(=O)C1=C(C)NC(C)=C(C(=O)OC/C=C/c2ccccc2)C1c1cccc([N+](=O)[O-])c1. The result is 0 (inactive).